From a dataset of Forward reaction prediction with 1.9M reactions from USPTO patents (1976-2016). Predict the product of the given reaction. (1) Given the reactants Br[C:2]1[CH:7]=[CH:6][C:5]([C:8]2[CH:9]=[N:10][C:11]([C:14]3[C:19]([F:20])=[CH:18][CH:17]=[CH:16][C:15]=3[F:21])=[N:12][CH:13]=2)=[CH:4][CH:3]=1.[F:22][C:23]([F:36])([F:35])[O:24][C:25]1[CH:30]=[CH:29][C:28](OB(O)O)=[CH:27][CH:26]=1.C(=O)([O-])[O-].[K+].[K+], predict the reaction product. The product is: [F:21][C:15]1[CH:16]=[CH:17][CH:18]=[C:19]([F:20])[C:14]=1[C:11]1[N:10]=[CH:9][C:8]([C:5]2[CH:6]=[CH:7][C:2]([C:28]3[CH:27]=[CH:26][C:25]([O:24][C:23]([F:22])([F:35])[F:36])=[CH:30][CH:29]=3)=[CH:3][CH:4]=2)=[CH:13][N:12]=1. (2) Given the reactants C1(CCN2[C:13]([C:14]3[CH:19]=[CH:18][N:17]=[CH:16][CH:15]=3)=[C:12]([C:20]([O:22][CH2:23][CH3:24])=[O:21])[CH:11]=N2)C=CC=CC=1.Cl.[CH2:26]([NH:31][NH2:32])[C:27]([CH3:30])([CH3:29])[CH3:28], predict the reaction product. The product is: [CH3:28][C:27]([CH3:30])([CH3:29])[CH2:26][N:31]1[C:13]([C:14]2[CH:19]=[CH:18][N:17]=[CH:16][CH:15]=2)=[C:12]([C:20]([O:22][CH2:23][CH3:24])=[O:21])[CH:11]=[N:32]1.